Dataset: Experimentally validated miRNA-target interactions with 360,000+ pairs, plus equal number of negative samples. Task: Binary Classification. Given a miRNA mature sequence and a target amino acid sequence, predict their likelihood of interaction. (1) The miRNA is hsa-miR-4655-3p with sequence ACCCUCGUCAGGUCCCCGGGG. The protein sequence of the target gene is MAAAVAAAGRLGWLFAALCLGNAAGEAAPGPRVLGFCLEEDGAAGAGWVRGGAARDTPDATFLLRLFGPGFANSSWSWVAPEGAGCREEAASPAGEWRALLRLRLRAEAVRPHSALLAVRVEPGGGAAEEAAPPWALGLGAAGLLALAALARGLQLSALALAPAEVQVLRESGSEAERAAARRLEPARRWAGCALGALLLLASLAQAALAVLLYRAAGQRAVPAVLGSAGLVFLVGEVVPAAVSGRWTLALAPRALGLSRLAVLLTLPVALPVGQLLELAARPGRLRERVLELARGGGDP.... Result: 0 (no interaction). (2) The miRNA is hsa-miR-4722-5p with sequence GGCAGGAGGGCUGUGCCAGGUUG. The protein sequence of the target gene is MATDDKSSPTLDSANDLPRSPASPSHLTHFKPLTPDQDEPPFKSAYSSFVNLFRFNKERGEGGQGEQQSPSSSWASPQIPSRTQSVRSPVPYKKQLNEELHRRSSVLDSRRKAEPACGGHDPRTAVQLRSLSTVLKRLKEIMEGKSQDSDLKQYWMPDSQCKECYDCSEKFTTFRRRHHCRLCGQIFCSRCCNQEIPGKFMGYTGDLRACTYCRKIALSYAHSTDSNSIGEDLNALSDSTCSVSILDPSEPRTPVGSRKASRNIFLEDDLAWQSLIHPDSSNSALSTRLVSVQEDAGKSP.... Result: 0 (no interaction). (3) The miRNA is hsa-miR-363-3p with sequence AAUUGCACGGUAUCCAUCUGUA. The protein sequence of the target gene is MRRAELAGLKTMAWVPAESAVEELMPRLLPVEPCDLTEGFDPSVPPRTPQEYLRRVQIEAAQCPDVVVAQIDPKKLKRKQSVNISLSGCQPAPEGYSPTLQWQQQQVAQFSTVRQNVNKHRSHWKSQQLDSNVTMPKSEDEEGWKKFCLGEKLCADGAVGPATNESPGIDYVQIGFPPLLSIVSRMNQATVTSVLEYLSNWFGERDFTPELGRWLYALLACLEKPLLPEAHSLIRQLARRCSEVRLLVDSKDDERVPALNLLICLVSRYFDQRDLADEPS. Result: 1 (interaction). (4) The miRNA is rno-miR-138-5p with sequence AGCUGGUGUUGUGAAUCAGGCCG. The protein sequence of the target gene is MASSAKSAEMPTISKTVNPTPDPHQEYLDPRITIALFEIGSHSPSSWGSLPFLKNSSHQVTEQQTAQKFNNLLKEIKDILKNMAGFEEKITEAKELFEETNITEDVSAHKENIRGLDKINEMLSTNLPVSLAPEKEDNEKKQEMILETNITEDVSAHKENIRGLDKINEMLSTNLPVSLAPEKEDNEKKQQMIMENQNSENTAQVFARDLVNRLEEKKVLNETQQSQEKAKNRLNVQEETMKIRNNMEQLLQEAEHWSKQHTELSKLIKSYQKSQKDISETLGNNGVGFQTQPNNEVSAK.... Result: 0 (no interaction).